Predict the reactants needed to synthesize the given product. From a dataset of Full USPTO retrosynthesis dataset with 1.9M reactions from patents (1976-2016). Given the product [CH:18]([N:31]1[CH2:34][C:33](=[O:35])[CH2:32]1)([C:25]1[CH:30]=[CH:29][CH:28]=[CH:27][CH:26]=1)[C:19]1[CH:20]=[CH:21][CH:22]=[CH:23][CH:24]=1, predict the reactants needed to synthesize it. The reactants are: FC(F)(F)C(OC(=O)C(F)(F)F)=O.CS(C)=O.[CH:18]([N:31]1[CH2:34][CH:33]([OH:35])[CH2:32]1)([C:25]1[CH:30]=[CH:29][CH:28]=[CH:27][CH:26]=1)[C:19]1[CH:24]=[CH:23][CH:22]=[CH:21][CH:20]=1.C(N(C(C)C)CC)(C)C.[NH4+].[Cl-].